This data is from Catalyst prediction with 721,799 reactions and 888 catalyst types from USPTO. The task is: Predict which catalyst facilitates the given reaction. (1) Reactant: [F:1][C:2]([F:17])([F:16])[CH2:3][O:4][C:5]1[CH:10]=[CH:9][N:8]=[CH:7][C:6]=1[C:11]1(O)[CH2:14][CH2:13][CH2:12]1.CCN(S(F)(F)[F:24])CC. Product: [F:24][C:11]1([C:6]2[CH:7]=[N:8][CH:9]=[CH:10][C:5]=2[O:4][CH2:3][C:2]([F:17])([F:16])[F:1])[CH2:14][CH2:13][CH2:12]1. The catalyst class is: 4. (2) The catalyst class is: 4. Product: [CH2:32]([O:39][C:40]([N:42]1[CH2:46][CH2:45][CH2:44][CH:43]1[C:47]([N:25]([C:18]1[C:19]2=[N:20][CH:21]=[CH:22][CH:23]=[C:24]2[N:16]([C:47]([CH:43]2[CH2:44][CH2:45][CH2:46][N:42]2[C:40]([O:39][CH2:32][C:10]2[CH:11]=[CH:12][CH:13]=[CH:14][CH:15]=2)=[O:41])=[O:49])[CH:17]=1)[CH2:26][C:27]([O:29][CH2:30][CH3:31])=[O:28])=[O:49])=[O:41])[C:33]1[CH:34]=[CH:35][CH:36]=[CH:37][CH:38]=1. Reactant: [CH:10]1(N=C=N[CH:10]2[CH2:15][CH2:14][CH2:13][CH2:12][CH2:11]2)[CH2:15][CH2:14][CH2:13][CH2:12][CH2:11]1.[NH:16]1[C:24]2[C:19](=[N:20][CH:21]=[CH:22][CH:23]=2)[C:18]([NH:25][CH2:26][C:27]([O:29][CH2:30][CH3:31])=[O:28])=[CH:17]1.[CH2:32]([O:39][C:40]([N:42]1[CH2:46][CH2:45][CH2:44][CH:43]1[C:47]([OH:49])=O)=[O:41])[C:33]1[CH:38]=[CH:37][CH:36]=[CH:35][CH:34]=1. (3) Reactant: [Cl:1][C:2]1[CH:7]=[CH:6][CH:5]=[C:4]([Cl:8])[C:3]=1[C:9]1[C:13]([CH2:14][O:15][C:16]2[CH:17]=[C:18]3[C:23](=[CH:24][CH:25]=2)[CH:22]=[C:21]([C:26]2[CH:27]=[C:28]([CH:30]=[CH:31][CH:32]=2)[NH2:29])[CH:20]=[CH:19]3)=[C:12]([CH:33]([CH3:35])[CH3:34])[O:11][N:10]=1.C(N(CC)CC)C.[F:43][C:44]([F:57])([F:56])[S:45](O[S:45]([C:44]([F:57])([F:56])[F:43])(=[O:47])=[O:46])(=[O:47])=[O:46].C(OCC)(=O)C. Product: [Cl:8][C:4]1[CH:5]=[CH:6][CH:7]=[C:2]([Cl:1])[C:3]=1[C:9]1[C:13]([CH2:14][O:15][C:16]2[CH:17]=[C:18]3[C:23](=[CH:24][CH:25]=2)[CH:22]=[C:21]([C:26]2[CH:27]=[C:28]([NH:29][S:45]([C:44]([F:57])([F:56])[F:43])(=[O:47])=[O:46])[CH:30]=[CH:31][CH:32]=2)[CH:20]=[CH:19]3)=[C:12]([CH:33]([CH3:35])[CH3:34])[O:11][N:10]=1. The catalyst class is: 46. (4) Product: [NH2:8][C@@H:9]1[CH2:14][CH2:13][CH2:12][N:11]([C:15]([O:17][CH2:18][C:19]2[CH:20]=[CH:21][CH:22]=[CH:23][CH:24]=2)=[O:16])[C@H:10]1[CH2:25][CH2:26][OH:27]. The catalyst class is: 1. Reactant: C(OC([NH:8][C@@H:9]1[CH2:14][CH2:13][CH2:12][N:11]([C:15]([O:17][CH2:18][C:19]2[CH:24]=[CH:23][CH:22]=[CH:21][CH:20]=2)=[O:16])[C@H:10]1[CH2:25][C:26](OCC)=[O:27])=O)(C)(C)C. (5) Reactant: [O:1]=[C:2]1[CH2:7][CH2:6][N:5](C(OC(C)(C)C)=O)[CH2:4][CH2:3]1.[Br:15]Br. Product: [BrH:15].[Br:15][CH:7]1[C:2](=[O:1])[CH2:3][CH2:4][NH:5][CH2:6]1. The catalyst class is: 22. (6) Reactant: Br[C:2]1[CH:3]=[N:4][CH:5]=[C:6]([Br:8])[CH:7]=1.[CH3:9][O:10][C@H:11]1[CH2:15][CH2:14][NH:13][CH2:12]1.N1CCC[C@H]1C(O)=O.C([O-])([O-])=O.[K+].[K+]. Product: [Br:8][C:6]1[CH:5]=[N:4][CH:3]=[C:2]([N:13]2[CH2:14][CH2:15][C@H:11]([O:10][CH3:9])[CH2:12]2)[CH:7]=1. The catalyst class is: 156. (7) Reactant: [NH2:1][C:2]1[CH:3]=[C:4]([CH:18]=[CH:19][C:20]=1[CH3:21])[C:5]([NH:7][C:8]1[CH:13]=[CH:12][N:11]=[C:10]([C:14]([F:17])([F:16])[F:15])[CH:9]=1)=[O:6].C(C(C1C=C(NC(=O)C2C=CC(C)=C(N[C:43]3[CH:44]=[C:45]4[C:50](=[CH:51][CH:52]=3)[N:49]=[CH:48][N:47]([CH3:53])[C:46]4=[O:54])C=2)C=CC=1)(C)C)#N.C1C=CC(P(C2C(C3C(P(C4C=CC=CC=4)C4C=CC=CC=4)=CC=C4C=3C=CC=C4)=C3C(C=CC=C3)=CC=2)C2C=CC=CC=2)=CC=1.CC(C)([O-])C.[Na+]. Product: [CH3:21][C:20]1[CH:19]=[CH:18][C:4]([C:5]([NH:7][C:8]2[CH:13]=[CH:12][N:11]=[C:10]([C:14]([F:17])([F:15])[F:16])[CH:9]=2)=[O:6])=[CH:3][C:2]=1[NH:1][C:43]1[CH:44]=[C:45]2[C:50](=[CH:51][CH:52]=1)[N:49]=[CH:48][N:47]([CH3:53])[C:46]2=[O:54]. The catalyst class is: 101.